From a dataset of Full USPTO retrosynthesis dataset with 1.9M reactions from patents (1976-2016). Predict the reactants needed to synthesize the given product. (1) Given the product [C:19]([O:22][CH2:23][C:24](=[O:25])[NH:8][C:9]1[CH:14]=[CH:13][C:12]([C:15]([F:16])([F:18])[F:17])=[CH:11][N:10]=1)(=[O:21])[CH3:20], predict the reactants needed to synthesize it. The reactants are: C(N(CC)CC)C.[NH2:8][C:9]1[CH:14]=[CH:13][C:12]([C:15]([F:18])([F:17])[F:16])=[CH:11][N:10]=1.[C:19]([O:22][CH2:23][C:24](Cl)=[O:25])(=[O:21])[CH3:20]. (2) The reactants are: [Cl:1][C:2]1[CH:7]=[CH:6][C:5](/[CH:8]=[CH:9]/[C:10]([N:12]2[CH2:17][CH2:16][CH:15]([CH2:18][CH2:19][NH:20]C(=O)OC(C)(C)C)[CH2:14][CH2:13]2)=[O:11])=[C:4]([CH2:28][N:29]2[N:33]=[N:32][C:31]([CH3:34])=[N:30]2)[CH:3]=1.C(O)(C(F)(F)F)=O. Given the product [NH2:20][CH2:19][CH2:18][CH:15]1[CH2:14][CH2:13][N:12]([C:10](=[O:11])/[CH:9]=[CH:8]/[C:5]2[CH:6]=[CH:7][C:2]([Cl:1])=[CH:3][C:4]=2[CH2:28][N:29]2[N:33]=[N:32][C:31]([CH3:34])=[N:30]2)[CH2:17][CH2:16]1, predict the reactants needed to synthesize it. (3) Given the product [ClH:1].[NH2:12][CH2:11][CH2:10][CH2:9][C@@H:8]([O:7][C:6]1[CH:26]=[C:2]([Cl:1])[C:3]([F:29])=[CH:4][C:5]=1[C:27]#[N:28])[C:20]1[N:21]([CH3:25])[CH:22]=[CH:23][N:24]=1, predict the reactants needed to synthesize it. The reactants are: [Cl:1][C:2]1[C:3]([F:29])=[CH:4][C:5]([C:27]#[N:28])=[C:6]([CH:26]=1)[O:7][C@@H:8]([C:20]1[N:21]([CH3:25])[CH:22]=[CH:23][N:24]=1)[CH2:9][CH2:10][CH2:11][NH:12]C(=O)OC(C)(C)C. (4) The reactants are: [F:1][C:2]1[CH:3]=[CH:4][C:5]([N+:9]([O-:11])=[O:10])=[C:6]([OH:8])[CH:7]=1.C([O-])([O-])=O.[K+].[K+].[CH2:18](Br)[C:19]1[CH:24]=[CH:23][CH:22]=[CH:21][CH:20]=1.O. Given the product [CH2:18]([O:8][C:6]1[CH:7]=[C:2]([F:1])[CH:3]=[CH:4][C:5]=1[N+:9]([O-:11])=[O:10])[C:19]1[CH:24]=[CH:23][CH:22]=[CH:21][CH:20]=1, predict the reactants needed to synthesize it. (5) Given the product [CH:1]1[C:13]2[CH:12]([CH2:14][O:15][C:16]([NH:18][CH2:19][CH2:20][C:21]([NH:23][C:24]3[CH:29]=[C:28](/[CH:30]=[CH:31]/[C:32]([OH:34])=[O:33])[CH:27]=[CH:26][C:25]=3/[CH:35]=[CH:36]/[C:37]([OH:39])=[O:38])=[O:22])=[O:17])[C:11]3[C:6](=[CH:7][CH:8]=[CH:9][CH:10]=3)[C:5]=2[CH:4]=[CH:3][CH:2]=1, predict the reactants needed to synthesize it. The reactants are: [CH:1]1[C:13]2[CH:12]([CH2:14][O:15][C:16]([NH:18][CH2:19][CH2:20][C:21]([NH:23][C:24]3[CH:29]=[C:28](/[CH:30]=[CH:31]/[C:32]([O-:34])=[O:33])[CH:27]=[CH:26][C:25]=3/[CH:35]=[CH:36]/[C:37]([O:39]C(C)(C)C)=[O:38])=[O:22])=[O:17])[C:11]3[C:6](=[CH:7][CH:8]=[CH:9][CH:10]=3)[C:5]=2[CH:4]=[CH:3][CH:2]=1.C(O)(C(F)(F)F)=O.C(OCC)(=O)C. (6) Given the product [CH3:1][O:2][C:3](=[O:14])[C:4]1[CH:9]=[C:8]([NH:10][S:18]([CH:15]([CH3:17])[CH3:16])(=[O:20])=[O:19])[CH:7]=[C:6]([C:11](=[O:13])[CH3:12])[CH:5]=1, predict the reactants needed to synthesize it. The reactants are: [CH3:1][O:2][C:3](=[O:14])[C:4]1[CH:9]=[C:8]([NH2:10])[CH:7]=[C:6]([C:11](=[O:13])[CH3:12])[CH:5]=1.[CH:15]([S:18](Cl)(=[O:20])=[O:19])([CH3:17])[CH3:16].C(OCC)(=O)C. (7) Given the product [F:35][C:36]1[CH:37]=[C:38]([CH:65]=[C:66]([F:68])[CH:67]=1)[CH2:39][C@H:40]1[C@@H:44]([C@H:45]2[CH2:50][C@H:48]([OH:49])[CH2:47][N:46]2[CH:51]([C:52]2[CH:57]=[CH:56][CH:55]=[CH:54][CH:53]=2)[C:58]2[CH:63]=[CH:62][CH:61]=[CH:60][CH:59]=2)[O:43][C:42](=[O:64])[NH:41]1, predict the reactants needed to synthesize it. The reactants are: FC1C=C(C=C(F)C=1)C[C@H]1[C@@H]([C@H]2CCCCN2C(C2C=CC=CC=2)C2C=CC=CC=2)OC(=O)N1.[F:35][C:36]1[CH:37]=[C:38]([CH:65]=[C:66]([F:68])[CH:67]=1)[CH2:39][C@H:40]1[C@@H:44]([C@H:45]2[CH2:50][O:49][CH2:48][CH2:47][N:46]2[CH:51]([C:58]2[CH:63]=[CH:62][CH:61]=[CH:60][CH:59]=2)[C:52]2[CH:57]=[CH:56][CH:55]=[CH:54][CH:53]=2)[O:43][C:42](=[O:64])[NH:41]1.FC1C=C(C=C(F)C=1)C[C@@H]([C@@H]([C@H]1C[C@@H](OCC=C)CN1C(OC(C)(C)C)=O)O)C(O)=O.C(=O)([O-])[O-].[K+].[K+].BrC(C1C=CC=CC=1)C1C=CC=CC=1. (8) The reactants are: CC1C=C(C)C=C(C)C=1S([O-])(=O)=O.[NH2:14][N+:15]1[CH:20]=[CH:19][C:18]([Br:21])=[CH:17][C:16]=1[NH2:22].[F:23][C:24]1[N:32]=[CH:31][CH:30]=[CH:29][C:25]=1[C:26](Cl)=O. Given the product [Br:21][C:18]1[CH:19]=[CH:20][N:15]2[N:14]=[C:26]([C:25]3[C:24]([F:23])=[N:32][CH:31]=[CH:30][CH:29]=3)[N:22]=[C:16]2[CH:17]=1, predict the reactants needed to synthesize it. (9) Given the product [F:13][C:14]1[CH:19]=[CH:18][C:17]([N:20]2[C:24]3[CH:25]=[C:26]4[C@:31]([CH:33]([C:2]5[N:3]([CH3:7])[CH:4]=[CH:5][N:6]=5)[OH:34])([CH2:32][C:23]=3[CH:22]=[N:21]2)[CH2:30][N:29]([S:35]([C:38]2[CH:39]=[CH:40][C:41]([C:44]([F:47])([F:45])[F:46])=[CH:42][CH:43]=2)(=[O:37])=[O:36])[CH2:28][CH2:27]4)=[CH:16][CH:15]=1, predict the reactants needed to synthesize it. The reactants are: Br[C:2]1[N:3]([CH3:7])[CH:4]=[CH:5][N:6]=1.C([Li])CCC.[F:13][C:14]1[CH:19]=[CH:18][C:17]([N:20]2[C:24]3[CH:25]=[C:26]4[C@:31]([CH:33]=[O:34])([CH2:32][C:23]=3[CH:22]=[N:21]2)[CH2:30][N:29]([S:35]([C:38]2[CH:43]=[CH:42][C:41]([C:44]([F:47])([F:46])[F:45])=[CH:40][CH:39]=2)(=[O:37])=[O:36])[CH2:28][CH2:27]4)=[CH:16][CH:15]=1.O. (10) Given the product [CH3:22][N:20]1[CH:21]=[C:17]([N:12]2[CH:13]=[CH:14][C:15](=[O:16])[C:10]([CH:8]([C:4]3[CH:5]=[CH:6][CH:7]=[C:2]([B:43]4[O:47][C:46]([CH3:49])([CH3:48])[C:45]([CH3:51])([CH3:50])[O:44]4)[CH:3]=3)[CH3:9])=[N:11]2)[CH:18]=[N:19]1, predict the reactants needed to synthesize it. The reactants are: Cl[C:2]1[CH:3]=[C:4]([CH:8]([C:10]2[C:15](=[O:16])[CH:14]=[CH:13][N:12]([C:17]3[CH:18]=[N:19][N:20]([CH3:22])[CH:21]=3)[N:11]=2)[CH3:9])[CH:5]=[CH:6][CH:7]=1.CN1C=C(N2C=CC(=O)C(CC3C=CC=C([B:43]4[O:47][C:46]([CH3:49])([CH3:48])[C:45]([CH3:51])([CH3:50])[O:44]4)C=3)=N2)C=N1.